Dataset: TCR-epitope binding with 47,182 pairs between 192 epitopes and 23,139 TCRs. Task: Binary Classification. Given a T-cell receptor sequence (or CDR3 region) and an epitope sequence, predict whether binding occurs between them. The epitope is SEVGPEHSLAEY. The TCR CDR3 sequence is CASSYGPSNNSPLHF. Result: 1 (the TCR binds to the epitope).